From a dataset of Forward reaction prediction with 1.9M reactions from USPTO patents (1976-2016). Predict the product of the given reaction. (1) Given the reactants [Br:1][C:2]1[CH:10]=[CH:9][C:5]([C:6]([OH:8])=[O:7])=[CH:4][C:3]=1[O:11][CH:12]1[CH2:17][CH2:16][CH2:15][CH2:14][O:13]1.Br[C:19]1C=CC(C(O)=O)=CC=1OC1CCCCO1.C(=O)([O-])[O-].[Cs+].[Cs+].IC, predict the reaction product. The product is: [Br:1][C:2]1[CH:10]=[CH:9][C:5]([C:6]([O:8][CH3:19])=[O:7])=[CH:4][C:3]=1[O:11][CH:12]1[CH2:17][CH2:16][CH2:15][CH2:14][O:13]1. (2) Given the reactants [CH3:1][NH:2][CH2:3][CH2:4][NH:5][CH3:6].Br[CH:8]([C:13]1[CH:18]=[CH:17][C:16]([N+:19]([O-:21])=[O:20])=[CH:15][CH:14]=1)[C:9]([O:11]C)=O, predict the reaction product. The product is: [CH3:1][N:2]1[CH2:3][CH2:4][N:5]([CH3:6])[CH:8]([C:13]2[CH:18]=[CH:17][C:16]([N+:19]([O-:21])=[O:20])=[CH:15][CH:14]=2)[C:9]1=[O:11].